From a dataset of Reaction yield outcomes from USPTO patents with 853,638 reactions. Predict the reaction yield, written as a fraction of the theoretical maximum amount of product (1.0 means a 100% yield; for example, 0.34 means a 34% yield). (1) The reactants are [Cl:1][CH:2]([CH2:7][C:8]1[CH:13]=[CH:12][C:11]([CH2:14][CH2:15][O:16][C:17]2[CH:22]=[CH:21][C:20]([OH:23])=[CH:19][CH:18]=2)=[CH:10][CH:9]=1)[C:3]([O:5][CH3:6])=[O:4].C(N(CC)CC)C.[CH3:31][S:32](Cl)(=[O:34])=[O:33]. The catalyst is ClCCl. The product is [Cl:1][CH:2]([CH2:7][C:8]1[CH:13]=[CH:12][C:11]([CH2:14][CH2:15][O:16][C:17]2[CH:18]=[CH:19][C:20]([O:23][S:32]([CH3:31])(=[O:34])=[O:33])=[CH:21][CH:22]=2)=[CH:10][CH:9]=1)[C:3]([O:5][CH3:6])=[O:4]. The yield is 0.960. (2) The reactants are Cl[C:2]1[N:11]=[C:10]([NH:12][C:13]2[CH:17]=[C:16]([CH3:18])[NH:15][N:14]=2)[C:9]2[C:4](=[CH:5][CH:6]=[CH:7][CH:8]=2)[N:3]=1.[C:19]1([CH3:28])[CH:24]=[CH:23][CH:22]=[C:21](B(O)O)[CH:20]=1.C([O-])([O-])=O.[Na+].[Na+].C(P(C(C)(C)C)C(C)(C)C)(C)(C)C. The catalyst is CN(C=O)C.C1C=CC(P(C2C=CC=CC=2)[C-]2C=CC=C2)=CC=1.C1C=CC(P(C2C=CC=CC=2)[C-]2C=CC=C2)=CC=1.Cl[Pd]Cl.[Fe+2].O. The product is [CH3:28][C:19]1[CH:20]=[C:21]([C:2]2[N:11]=[C:10]([NH:12][C:13]3[NH:14][N:15]=[C:16]([CH3:18])[CH:17]=3)[C:9]3[C:4](=[CH:5][CH:6]=[CH:7][CH:8]=3)[N:3]=2)[CH:22]=[CH:23][CH:24]=1. The yield is 0.750. (3) The reactants are Br[C:2]1[CH:3]=[C:4]([N:10]2[C:14]3=[N:15][CH:16]=[CH:17][CH:18]=[C:13]3[C:12]([C:19]([O:21][CH3:22])=[O:20])=[N:11]2)[CH:5]=[C:6]([C:8]#[N:9])[CH:7]=1.[C:23]([C@:25]1([OH:32])[CH2:29][CH2:28][N:27]([CH3:30])[C:26]1=[O:31])#[CH:24]. No catalyst specified. The product is [C:8]([C:6]1[CH:5]=[C:4]([N:10]2[C:14]3=[N:15][CH:16]=[CH:17][CH:18]=[C:13]3[C:12]([C:19]([O:21][CH3:22])=[O:20])=[N:11]2)[CH:3]=[C:2]([C:24]#[C:23][C@:25]2([OH:32])[CH2:29][CH2:28][N:27]([CH3:30])[C:26]2=[O:31])[CH:7]=1)#[N:9]. The yield is 0.400. (4) The reactants are [Si:1]([O:8]S(C(F)(F)F)(=O)=O)([C:4]([CH3:7])([CH3:6])[CH3:5])([CH3:3])[CH3:2].O[C@@H:17]1[N:23]([C:24]([O:26][CH2:27][CH:28]=[CH2:29])=[O:25])[C:22]2[CH:30]=[C:31]([O:36][Si:37]([CH:44]([CH3:46])[CH3:45])([CH:41]([CH3:43])[CH3:42])[CH:38]([CH3:40])[CH3:39])[C:32]([O:34][CH3:35])=[CH:33][C:21]=2[C:20](=[O:47])[N:19]2[CH:48]=[C:49]([CH3:51])[CH2:50][C@@H:18]12.N1C(C)=CC=CC=1C. The yield is 0.850. The catalyst is ClCCl. The product is [Si:1]([O:8][C@@H:17]1[N:23]([C:24]([O:26][CH2:27][CH:28]=[CH2:29])=[O:25])[C:22]2[CH:30]=[C:31]([O:36][Si:37]([CH:41]([CH3:42])[CH3:43])([CH:44]([CH3:46])[CH3:45])[CH:38]([CH3:39])[CH3:40])[C:32]([O:34][CH3:35])=[CH:33][C:21]=2[C:20](=[O:47])[N:19]2[CH:48]=[C:49]([CH3:51])[CH2:50][C@@H:18]12)([C:4]([CH3:7])([CH3:6])[CH3:5])([CH3:3])[CH3:2]. (5) The reactants are FC(F)(F)C(O)=O.[C:8]([S:16][C@H:17]1[CH2:21][CH2:20][NH:19][CH2:18]1)(=[O:15])[C:9]1[CH:14]=[CH:13][CH:12]=[CH:11][CH:10]=1.[C:22]1(=O)[CH2:26][CH2:25][CH2:24][CH2:23]1.[BH3-]C#N.[Na+].C(=O)([O-])O.[Na+]. The catalyst is CO.C(OCC)(=O)C. The product is [C:8]([S:16][C@H:17]1[CH2:21][CH2:20][N:19]([CH:22]2[CH2:26][CH2:25][CH2:24][CH2:23]2)[CH2:18]1)(=[O:15])[C:9]1[CH:10]=[CH:11][CH:12]=[CH:13][CH:14]=1. The yield is 0.690. (6) The reactants are [C:1]([CH2:3][CH:4]1[C:8]2[C:9]3[N:10]([N:13]=[C:14]([C:20]4[CH:25]=[CH:24][CH:23]=[CH:22][CH:21]=4)[C:15]=3[C:16]([O:18][CH3:19])=[O:17])[CH:11]=[CH:12][C:7]=2[CH2:6][CH2:5]1)#[N:2]. The catalyst is N.C(O)C.[Co]. The product is [NH2:2][CH2:1][CH2:3][CH:4]1[C:8]2[C:9]3[N:10]([N:13]=[C:14]([C:20]4[CH:21]=[CH:22][CH:23]=[CH:24][CH:25]=4)[C:15]=3[C:16]([O:18][CH3:19])=[O:17])[CH:11]=[CH:12][C:7]=2[CH2:6][CH2:5]1. The yield is 0.970.